This data is from TCR-epitope binding with 47,182 pairs between 192 epitopes and 23,139 TCRs. The task is: Binary Classification. Given a T-cell receptor sequence (or CDR3 region) and an epitope sequence, predict whether binding occurs between them. (1) The epitope is GTSGSPIVNR. The TCR CDR3 sequence is CASSQRLAGNEQYF. Result: 0 (the TCR does not bind to the epitope). (2) The epitope is QVPLRPMTYK. The TCR CDR3 sequence is CASSQSTDTQYF. Result: 0 (the TCR does not bind to the epitope). (3) The epitope is QASQEVKNW. The TCR CDR3 sequence is CASSYSGRVDEQFF. Result: 0 (the TCR does not bind to the epitope). (4) The epitope is PROT_97E67BCC. The TCR CDR3 sequence is CASTETGYGAFF. Result: 1 (the TCR binds to the epitope).